Dataset: Catalyst prediction with 721,799 reactions and 888 catalyst types from USPTO. Task: Predict which catalyst facilitates the given reaction. Reactant: [OH:1][C:2]1[C:7]([C:8]([F:11])([F:10])[F:9])=[CH:6][C:5]([N+:12]([O-:14])=[O:13])=[CH:4][N:3]=1.[CH3:15][N:16]([C:20]1[CH:25]=[CH:24][CH:23]=[CH:22][CH:21]=1)[C:17](Cl)=[O:18].N12CCN(CC1)CC2. Product: [N+:12]([C:5]1[CH:6]=[C:7]([C:8]([F:11])([F:9])[F:10])[C:2]([O:1][C:17](=[O:18])[N:16]([CH3:15])[C:20]2[CH:25]=[CH:24][CH:23]=[CH:22][CH:21]=2)=[N:3][CH:4]=1)([O-:14])=[O:13]. The catalyst class is: 7.